From a dataset of Peptide-MHC class I binding affinity with 185,985 pairs from IEDB/IMGT. Regression. Given a peptide amino acid sequence and an MHC pseudo amino acid sequence, predict their binding affinity value. This is MHC class I binding data. (1) The binding affinity (normalized) is 0.0847. The peptide sequence is ETIEILRNY. The MHC is HLA-A02:01 with pseudo-sequence HLA-A02:01. (2) The MHC is HLA-B51:01 with pseudo-sequence HLA-B51:01. The peptide sequence is WPLLPHVIF. The binding affinity (normalized) is 0.485. (3) The peptide sequence is GDIINGLPV. The MHC is Patr-B2401 with pseudo-sequence Patr-B2401. The binding affinity (normalized) is 0.604. (4) The peptide sequence is AEEREKLAYR. The MHC is Mamu-B8301 with pseudo-sequence Mamu-B8301. The binding affinity (normalized) is 0.996. (5) The peptide sequence is LERIKANIF. The MHC is HLA-A03:01 with pseudo-sequence HLA-A03:01. The binding affinity (normalized) is 0.0847. (6) The peptide sequence is YVAVVPLVY. The MHC is HLA-B57:01 with pseudo-sequence HLA-B57:01. The binding affinity (normalized) is 0.111.